Dataset: Forward reaction prediction with 1.9M reactions from USPTO patents (1976-2016). Task: Predict the product of the given reaction. (1) The product is: [CH3:6][N:2]1[N:3]=[C:4]([NH:7][C:8]([C:10]2[CH:20]=[C:19]([O:21][C:22]3[CH:23]=[CH:24][C:25]([C:28](=[NH:31])[NH:29][OH:30])=[CH:26][CH:27]=3)[C:13]3[CH2:14][C:15]([CH3:17])([CH3:18])[O:16][C:12]=3[CH:11]=2)=[O:9])[CH:5]=[N:34]1. Given the reactants C[N:2]1[CH:6]=[CH:5][C:4]([NH:7][C:8]([C:10]2[CH:20]=[C:19]([O:21][C:22]3[CH:27]=[CH:26][C:25]([C:28](=[NH:31])[NH:29][OH:30])=[C:24](F)[CH:23]=3)[C:13]3[CH2:14][C:15]([CH3:18])([CH3:17])[O:16][C:12]=3[CH:11]=2)=[O:9])=[N:3]1.C[N:34]1N=C(NC(C2C=C(OC3C=CC(C#N)=CC=3)C3CC(C)(C)OC=3C=2)=O)C=N1, predict the reaction product. (2) Given the reactants [CH3:1][CH:2]([C:7](=[O:10])[CH2:8][CH3:9])[C:3]([O:5][CH3:6])=[O:4].[H-].[Na+].[Li]CCCC.[N:18]1([C:24]2[CH:36]=[CH:35][C:27]3[CH:28]=[C:29](C(OC)=O)[O:30][C:26]=3[CH:25]=2)[CH2:23][CH2:22][O:21][CH2:20][CH2:19]1.[Cl-].[NH4+], predict the reaction product. The product is: [CH3:1][C:2]1[C:3](=[O:4])[O:5][C:6]([C:29]2[O:30][C:26]3[CH:25]=[C:24]([N:18]4[CH2:23][CH2:22][O:21][CH2:20][CH2:19]4)[CH:36]=[CH:35][C:27]=3[CH:28]=2)=[C:8]([CH3:9])[C:7]=1[OH:10].